From a dataset of Catalyst prediction with 721,799 reactions and 888 catalyst types from USPTO. Predict which catalyst facilitates the given reaction. (1) Product: [Cl:8][C:4]1[N:3]=[C:2]([N:9]2[CH2:14][CH2:13][CH:12]([C:15]([O:17][CH3:18])=[O:16])[CH2:11][CH2:10]2)[CH:7]=[CH:6][CH:5]=1. The catalyst class is: 3. Reactant: Cl[C:2]1[CH:7]=[CH:6][CH:5]=[C:4]([Cl:8])[N:3]=1.[NH:9]1[CH2:14][CH2:13][CH:12]([C:15]([O:17][CH3:18])=[O:16])[CH2:11][CH2:10]1.CCN(C(C)C)C(C)C. (2) Reactant: [N:1]1[C:10]2[C:5](=[CH:6][CH:7]=[CH:8][CH:9]=2)[CH:4]=[C:3]([C:11]([NH:13][NH2:14])=[O:12])[CH:2]=1.C(N(CC)C(C)C)(C)C.[CH2:24]([C:29]1[CH:34]=[CH:33][C:32]([S:35](Cl)(=[O:37])=[O:36])=[CH:31][CH:30]=1)[CH2:25][CH2:26][CH2:27][CH3:28]. Product: [CH2:24]([C:29]1[CH:30]=[CH:31][C:32]([S:35]([NH:14][NH:13][C:11]([C:3]2[CH:2]=[N:1][C:10]3[C:5]([CH:4]=2)=[CH:6][CH:7]=[CH:8][CH:9]=3)=[O:12])(=[O:37])=[O:36])=[CH:33][CH:34]=1)[CH2:25][CH2:26][CH2:27][CH3:28]. The catalyst class is: 230. (3) Reactant: [F:1][C:2]([F:50])([F:49])[C:3]1[CH:4]=[C:5]([C@H:13]2[O:17][C:16](=[O:18])[N:15]([CH2:19][C:20]3[CH:25]=[C:24]([C:26]([F:29])([F:28])[F:27])[CH:23]=[CH:22][C:21]=3[C:30]3[CH:31]=[C:32]([C:37]4[CH:42]=[CH:41][C:40]([C:43]([O:45]C)=[O:44])=[CH:39][C:38]=4[CH3:47])[CH:33]=[CH:34][C:35]=3[Cl:36])[C@H:14]2[CH3:48])[CH:6]=[C:7]([C:9]([F:12])([F:11])[F:10])[CH:8]=1.[OH-].[K+]. Product: [F:50][C:2]([F:1])([F:49])[C:3]1[CH:4]=[C:5]([C@H:13]2[O:17][C:16](=[O:18])[N:15]([CH2:19][C:20]3[CH:25]=[C:24]([C:26]([F:28])([F:29])[F:27])[CH:23]=[CH:22][C:21]=3[C:30]3[CH:31]=[C:32]([C:37]4[CH:42]=[CH:41][C:40]([C:43]([OH:45])=[O:44])=[CH:39][C:38]=4[CH3:47])[CH:33]=[CH:34][C:35]=3[Cl:36])[C@H:14]2[CH3:48])[CH:6]=[C:7]([C:9]([F:12])([F:11])[F:10])[CH:8]=1. The catalyst class is: 8.